From a dataset of Catalyst prediction with 721,799 reactions and 888 catalyst types from USPTO. Predict which catalyst facilitates the given reaction. (1) Reactant: CS(O[C@H:6]1[CH2:11][CH2:10][C@H:9]([NH:12][C:13]2[C:18]([N+:19]([O-:21])=[O:20])=[CH:17][N:16]=[C:15]3[CH:22]=[CH:23][S:24][C:14]=23)[CH2:8][CH2:7]1)(=O)=O.[C-:25]#[N:26].[Na+]. Product: [N+:19]([C:18]1[C:13]([NH:12][C@@H:9]2[CH2:10][CH2:11][C@H:6]([C:25]#[N:26])[CH2:7][CH2:8]2)=[C:14]2[S:24][CH:23]=[CH:22][C:15]2=[N:16][CH:17]=1)([O-:21])=[O:20]. The catalyst class is: 16. (2) Reactant: [F:1][C:2]([F:39])([F:38])[CH:3]([NH:11][C@@H:12]([CH2:17][S:18]C(C1C=CC=CC=1)(C1C=CC=CC=1)C1C=CC=CC=1)[C:13]([O:15][CH3:16])=[O:14])[C:4]1[CH:9]=[CH:8][C:7]([F:10])=[CH:6][CH:5]=1.FC(F)(F)C(O)=O.C([SiH](CC)CC)C. Product: [SH:18][CH2:17][C@H:12]([NH:11][CH:3]([C:4]1[CH:9]=[CH:8][C:7]([F:10])=[CH:6][CH:5]=1)[C:2]([F:1])([F:38])[F:39])[C:13]([O:15][CH3:16])=[O:14]. The catalyst class is: 4. (3) Reactant: [CH3:1][C:2]([C:5]1[CH:10]=[CH:9][C:8]([CH2:11][N:12]2[C:17](=[O:18])[CH2:16][C:15](=[O:19])[N:14]([C:20]3[CH:21]=[N:22][CH:23]=[CH:24][CH:25]=3)[C:13]2=[O:26])=[CH:7][CH:6]=1)([CH3:4])[CH3:3].C(N(C(C)C)CC)(C)C.[N:36]([CH2:39][C:40]([O:42]CC)=[O:41])=[C:37]=[O:38]. Product: [CH3:4][C:2]([C:5]1[CH:6]=[CH:7][C:8]([CH2:11][N:12]2[C:17](=[O:18])[C:16]([C:37]([NH:36][CH2:39][C:40]([OH:42])=[O:41])=[O:38])=[C:15]([OH:19])[N:14]([C:20]3[CH:21]=[N:22][CH:23]=[CH:24][CH:25]=3)[C:13]2=[O:26])=[CH:9][CH:10]=1)([CH3:1])[CH3:3]. The catalyst class is: 22.